From a dataset of Catalyst prediction with 721,799 reactions and 888 catalyst types from USPTO. Predict which catalyst facilitates the given reaction. (1) The catalyst class is: 10. Reactant: [NH2:1][C:2]1[CH:6]=[N:5][N:4]([CH3:7])[C:3]=1[C:8]([NH2:10])=[O:9].[C:11](N1C=CN=C1)(N1C=CN=C1)=[O:12]. Product: [CH3:7][N:4]1[CH:3]2[CH:2]([N:1]=[C:11]([OH:12])[N:10]=[C:8]2[OH:9])[CH:6]=[N:5]1. (2) Reactant: [CH2:1]([N:8]([CH2:16][C:17]1[CH:18]=[C:19]([C:23]2[CH:24]=[C:25]3[C:31]([CH:32](OCC)OCC)=[N:30][N:29](C(OC(C)(C)C)=O)[C:26]3=[CH:27][N:28]=2)[CH:20]=[N:21][CH:22]=1)C(OC(C)(C)C)=O)[C:2]1[CH:7]=[CH:6][CH:5]=[CH:4][CH:3]=1.[S:46]1[CH:50]=[CH:49][C:48]([C:51]2[CH:56]=[CH:55][N:54]=[C:53]([NH2:57])[C:52]=2[NH2:58])=[CH:47]1. Product: [CH2:1]([NH:8][CH2:16][C:17]1[CH:22]=[N:21][CH:20]=[C:19]([C:23]2[CH:24]=[C:25]3[C:31]([C:32]4[NH:57][C:53]5=[N:54][CH:55]=[CH:56][C:51]([C:48]6[CH:49]=[CH:50][S:46][CH:47]=6)=[C:52]5[N:58]=4)=[N:30][NH:29][C:26]3=[CH:27][N:28]=2)[CH:18]=1)[C:2]1[CH:3]=[CH:4][CH:5]=[CH:6][CH:7]=1. The catalyst class is: 3. (3) Reactant: FC(F)(F)S(O[C:7]1[C:11]2[C:12]([O:16][CH3:17])=[N:13][CH:14]=[CH:15][C:10]=2[N:9]([C:18]2[C:23]([F:24])=[CH:22][CH:21]=[CH:20][C:19]=2[F:25])[N:8]=1)(=O)=O.CC1(C)C(C)(C)OB([C:36]2[CH:41]=[CH:40][C:39]([N:42]3[CH2:47][CH2:46][O:45][CH2:44][CH2:43]3)=[CH:38][CH:37]=2)O1.C(=O)([O-])[O-].[K+].[K+].O. Product: [F:24][C:23]1[CH:22]=[CH:21][CH:20]=[C:19]([F:25])[C:18]=1[N:9]1[C:10]2[CH:15]=[CH:14][N:13]=[C:12]([O:16][CH3:17])[C:11]=2[C:7]([C:36]2[CH:37]=[CH:38][C:39]([N:42]3[CH2:43][CH2:44][O:45][CH2:46][CH2:47]3)=[CH:40][CH:41]=2)=[N:8]1. The catalyst class is: 128. (4) Reactant: [C:1]1(=[O:11])[NH:5][C:4](=[O:6])[C:3]2=[CH:7][CH:8]=[CH:9][CH:10]=[C:2]12.[K].Br[CH2:14][C:15]1[CH:20]=[CH:19][C:18]([CH:21]([CH:29]2[CH2:33][CH2:32][CH2:31][CH2:30]2)[C:22]([O:24][C:25]([CH3:28])([CH3:27])[CH3:26])=[O:23])=[CH:17][CH:16]=1. Product: [CH:29]1([CH:21]([C:18]2[CH:19]=[CH:20][C:15]([CH2:14][N:5]3[C:1](=[O:11])[C:2]4[C:3](=[CH:7][CH:8]=[CH:9][CH:10]=4)[C:4]3=[O:6])=[CH:16][CH:17]=2)[C:22]([O:24][C:25]([CH3:26])([CH3:28])[CH3:27])=[O:23])[CH2:33][CH2:32][CH2:31][CH2:30]1. The catalyst class is: 3.